Predict the reactants needed to synthesize the given product. From a dataset of Full USPTO retrosynthesis dataset with 1.9M reactions from patents (1976-2016). (1) Given the product [F:52][C:47]1[CH:48]=[CH:49][CH:50]=[CH:51][C:46]=1[C:45]1[C:39]2[O:38][CH:37]([CH2:36][NH2:33])[CH2:41][C:40]=2[CH:42]=[CH:43][CH:44]=1, predict the reactants needed to synthesize it. The reactants are: CC1C=CC(S(OCC2CC3C=CC=C(C4C=CC=CC=4F)C=3O2)(=O)=O)=CC=1.[N-]=[N+]=[N-].[Na+].[N:33]([CH2:36][CH:37]1[CH2:41][C:40]2[CH:42]=[CH:43][CH:44]=[C:45]([C:46]3[CH:51]=[CH:50][CH:49]=[CH:48][C:47]=3[F:52])[C:39]=2[O:38]1)=[N+]=[N-].[N-]=[N+]=[N-]. (2) Given the product [C:1]([NH:4][CH2:5][CH2:6][C:7]1[CH:25]=[CH:24][CH:23]=[CH:22][C:8]=1[O:9][C:10]1[CH:15]=[CH:14][CH:13]=[CH:12][C:11]=1[CH2:16][CH2:17][C:18]([OH:20])=[O:19])(=[O:3])[CH3:2], predict the reactants needed to synthesize it. The reactants are: [C:1]([NH:4][CH2:5][CH2:6][C:7]1[CH:25]=[CH:24][CH:23]=[CH:22][C:8]=1[O:9][C:10]1[CH:15]=[CH:14][CH:13]=[CH:12][C:11]=1/[CH:16]=[CH:17]/[C:18]([O:20]C)=[O:19])(=[O:3])[CH3:2].[OH-].[Na+].Cl. (3) Given the product [F:1][C:2]1[CH:53]=[CH:52][CH:51]=[CH:50][C:3]=1[CH2:4][C:5]1([OH:49])[CH2:10][CH2:9][CH2:8][CH:7]([NH:11][C:12]([C:14]2[CH2:15][C:16]3[C:20](=[CH:21][CH:22]=2)[N:19]=[N:18][C:17]=3[C:42]2[CH:47]=[CH:46][N:45]=[C:44]([CH3:48])[CH:43]=2)=[O:13])[CH2:6]1, predict the reactants needed to synthesize it. The reactants are: [F:1][C:2]1[CH:53]=[CH:52][CH:51]=[CH:50][C:3]=1[CH2:4][C:5]1([OH:49])[CH2:10][CH2:9][CH2:8][CH:7]([NH:11][C:12]([C:14]2[CH:15]=[C:16]3[C:20](=[CH:21][CH:22]=2)[N:19](C(C2C=CC=CC=2)(C2C=CC=CC=2)C2C=CC=CC=2)[N:18]=[C:17]3[C:42]2[CH:47]=[CH:46][N:45]=[C:44]([CH3:48])[CH:43]=2)=[O:13])[CH2:6]1.[SiH](CC)(CC)CC. (4) Given the product [CH3:18][C@@H:16]1[CH2:15][N:14]([C:2]2[CH:9]=[N:8][CH:7]=[C:6]([F:10])[C:3]=2[CH:4]=[O:5])[CH2:13][C@H:12]([CH3:11])[O:17]1, predict the reactants needed to synthesize it. The reactants are: F[C:2]1[CH:9]=[N:8][CH:7]=[C:6]([F:10])[C:3]=1[CH:4]=[O:5].[CH3:11][C@H:12]1[O:17][C@@H:16]([CH3:18])[CH2:15][NH:14][CH2:13]1. (5) Given the product [C:42]([NH:41][CH2:40][C@@H:38]1[O:37][C:36](=[O:45])[N:35]([C:23]2[CH:24]=[CH:25][C:26]([O:27][CH2:28][C:29]3([OH:34])[CH2:33][CH2:32][N:31]([C:2]4[N:11]=[C:10]5[C:5]([C:6](=[O:18])[C:7]([C:15]([OH:17])=[O:16])=[CH:8][N:9]5[CH:12]5[CH2:14][CH2:13]5)=[CH:4][C:3]=4[F:19])[CH2:30]3)=[C:21]([F:20])[CH:22]=2)[CH2:39]1)(=[O:44])[CH3:43], predict the reactants needed to synthesize it. The reactants are: Cl[C:2]1[N:11]=[C:10]2[C:5]([C:6](=[O:18])[C:7]([C:15]([OH:17])=[O:16])=[CH:8][N:9]2[CH:12]2[CH2:14][CH2:13]2)=[CH:4][C:3]=1[F:19].[F:20][C:21]1[CH:22]=[C:23]([N:35]2[CH2:39][C@H:38]([CH2:40][NH:41][C:42](=[O:44])[CH3:43])[O:37][C:36]2=[O:45])[CH:24]=[CH:25][C:26]=1[O:27][CH2:28][C:29]1([OH:34])[CH2:33][CH2:32][NH:31][CH2:30]1.C(N(CC)CC)C.C[Si](C)(C)Cl. (6) Given the product [CH3:17][N:15]([CH2:13][C@@H:5]1[CH2:6][C:7]2[C:12](=[CH:11][CH:10]=[CH:9][CH:8]=2)[C@@H:4]1[NH2:3])[CH3:16], predict the reactants needed to synthesize it. The reactants are: [AlH4-].[Li+].[NH2:3][C@H:4]1[C:12]2[C:7](=[CH:8][CH:9]=[CH:10][CH:11]=2)[CH2:6][C@H:5]1[C:13]([N:15]([CH3:17])[CH3:16])=O.